From a dataset of Reaction yield outcomes from USPTO patents with 853,638 reactions. Predict the reaction yield, written as a fraction of the theoretical maximum amount of product (1.0 means a 100% yield; for example, 0.34 means a 34% yield). The reactants are [C:1]([O:5][C:6]([NH:8][C@@H:9]1[CH2:14][C@H:13]([NH:15][C:16]([O:18][C:19]([CH3:22])([CH3:21])[CH3:20])=[O:17])[CH2:12][N:11]([C:23]2[C:28]([Cl:29])=[C:27](F)[N:26]=[C:25]([NH:31][C:32]3[CH:37]=[CH:36][C:35]([NH:38][C:39](=[O:41])[CH3:40])=[CH:34][CH:33]=3)[C:24]=2[Cl:42])[CH2:10]1)=[O:7])([CH3:4])([CH3:3])[CH3:2].[C:43]([O:47][C:48]([NH:50][C@@H:51]1[CH2:56][C@H:55]([NH:57][C:58]([O:60][C:61]([CH3:64])([CH3:63])[CH3:62])=[O:59])[CH2:54][NH:53][CH2:52]1)=[O:49])([CH3:46])([CH3:45])[CH3:44].C(N(C(C)C)C(C)C)C. The catalyst is CN1C(=O)CCC1.CCOC(C)=O. The yield is 0.430. The product is [C:1]([O:5][C:6]([NH:8][C@@H:9]1[CH2:14][C@H:13]([NH:15][C:16]([O:18][C:19]([CH3:22])([CH3:21])[CH3:20])=[O:17])[CH2:12][N:11]([C:23]2[C:28]([Cl:29])=[C:27]([N:53]3[CH2:54][C@@H:55]([NH:57][C:58]([O:60][C:61]([CH3:63])([CH3:64])[CH3:62])=[O:59])[CH2:56][C@@H:51]([NH:50][C:48]([O:47][C:43]([CH3:46])([CH3:45])[CH3:44])=[O:49])[CH2:52]3)[N:26]=[C:25]([NH:31][C:32]3[CH:37]=[CH:36][C:35]([NH:38][C:39](=[O:41])[CH3:40])=[CH:34][CH:33]=3)[C:24]=2[Cl:42])[CH2:10]1)=[O:7])([CH3:4])([CH3:3])[CH3:2].